The task is: Predict the reactants needed to synthesize the given product.. This data is from Full USPTO retrosynthesis dataset with 1.9M reactions from patents (1976-2016). (1) Given the product [CH3:1][N:2]1[CH2:7][CH2:6][N:5]([CH:8]2[CH2:13][CH2:12][CH2:11][N:10]([C:15]3[CH:20]=[CH:19][C:18]([N+:21]([O-:23])=[O:22])=[CH:17][CH:16]=3)[CH2:9]2)[CH2:4][CH2:3]1, predict the reactants needed to synthesize it. The reactants are: [CH3:1][N:2]1[CH2:7][CH2:6][N:5]([CH:8]2[CH2:13][CH2:12][CH2:11][NH:10][CH2:9]2)[CH2:4][CH2:3]1.F[C:15]1[CH:20]=[CH:19][C:18]([N+:21]([O-:23])=[O:22])=[CH:17][CH:16]=1.C(=O)([O-])[O-].[K+].[K+].CN(C)C=O.[Cl-].[NH4+]. (2) Given the product [CH3:19][C:2]1[C:7]([NH2:8])=[C:6]([C:9]2[CH:14]=[CH:15][N:10]=[CH:11][CH:12]=2)[CH:5]=[N:4][CH:3]=1, predict the reactants needed to synthesize it. The reactants are: Br[C:2]1[CH:3]=[N:4][CH:5]=[C:6]([CH3:9])[C:7]=1[NH2:8].[N:10]1[CH:15]=[CH:14]C(B(O)O)=[CH:12][CH:11]=1.[C:19]([O-])([O-])=O.[K+].[K+]. (3) Given the product [F:36][C:12]([F:11])([F:35])[O:13][C:14]1[CH:15]=[CH:16][C:17]([N:20]2[CH:24]=[N:23][C:22]([C:25]3[CH:30]=[CH:29][C:28]([CH2:31][C@H:32]([NH2:34])[CH3:33])=[CH:27][CH:26]=3)=[N:21]2)=[CH:18][CH:19]=1, predict the reactants needed to synthesize it. The reactants are: O[C@@H]([C@H](O)C(O)=O)C(O)=O.[F:11][C:12]([F:36])([F:35])[O:13][C:14]1[CH:19]=[CH:18][C:17]([N:20]2[CH:24]=[N:23][C:22]([C:25]3[CH:30]=[CH:29][C:28]([CH2:31][C@H:32]([NH2:34])[CH3:33])=[CH:27][CH:26]=3)=[N:21]2)=[CH:16][CH:15]=1. (4) Given the product [F:16][C:13]1[CH:14]=[CH:15][C:10]([C:4]2[S:3][C:2]([NH:1][C:22]([NH2:21])=[O:23])=[C:6]([C:7]([NH2:9])=[O:8])[CH:5]=2)=[CH:11][CH:12]=1, predict the reactants needed to synthesize it. The reactants are: [NH2:1][C:2]1[S:3][C:4]([C:10]2[CH:15]=[CH:14][C:13]([F:16])=[CH:12][CH:11]=2)=[CH:5][C:6]=1[C:7]([NH2:9])=[O:8].ClS([N:21]=[C:22]=[O:23])(=O)=O.O. (5) Given the product [NH2:37][C:35](=[O:36])[CH2:34][O:18][C:15]1[CH:16]=[C:17]2[C:12](=[CH:13][CH:14]=1)[C:11](=[O:19])[N:10]([CH2:20][CH:21]([CH3:23])[CH3:22])[C:9]([CH2:24][NH:25][C:26](=[O:32])[O:27][C:28]([CH3:30])([CH3:29])[CH3:31])=[C:8]2[C:5]1[CH:4]=[CH:3][C:2]([F:1])=[CH:7][CH:6]=1, predict the reactants needed to synthesize it. The reactants are: [F:1][C:2]1[CH:7]=[CH:6][C:5]([C:8]2[C:17]3[C:12](=[CH:13][CH:14]=[C:15]([OH:18])[CH:16]=3)[C:11](=[O:19])[N:10]([CH2:20][CH:21]([CH3:23])[CH3:22])[C:9]=2[CH2:24][NH:25][C:26](=[O:32])[O:27][C:28]([CH3:31])([CH3:30])[CH3:29])=[CH:4][CH:3]=1.I[CH2:34][C:35]([NH2:37])=[O:36].C1CCN2C(=NCCC2)CC1.O.